Dataset: Forward reaction prediction with 1.9M reactions from USPTO patents (1976-2016). Task: Predict the product of the given reaction. (1) The product is: [C:44]([NH:1][C@@H:2]1[C@H:6]([NH:7][C:8]2[N:17]=[CH:16][C:15]3[C:10](=[CH:11][CH:12]=[C:13]([C:18]4[C:23]([Cl:24])=[C:22]([O:25][CH3:26])[CH:21]=[C:20]([O:27][CH3:28])[C:19]=4[Cl:29])[CH:14]=3)[N:9]=2)[CH2:5][C@H:4]([C:30]([N:32]([CH3:34])[CH3:33])=[O:31])[CH2:3]1)(=[O:47])[CH:45]=[CH2:46]. Given the reactants [NH2:1][C@@H:2]1[C@H:6]([NH:7][C:8]2[N:17]=[CH:16][C:15]3[C:10](=[CH:11][CH:12]=[C:13]([C:18]4[C:23]([Cl:24])=[C:22]([O:25][CH3:26])[CH:21]=[C:20]([O:27][CH3:28])[C:19]=4[Cl:29])[CH:14]=3)[N:9]=2)[CH2:5][C@H:4]([C:30]([N:32]([CH3:34])[CH3:33])=[O:31])[CH2:3]1.CCN(C(C)C)C(C)C.[C:44](Cl)(=[O:47])[CH:45]=[CH2:46], predict the reaction product. (2) Given the reactants [CH:1]1([CH2:4][O:5][C:6]2[C:15]([F:16])=[CH:14][C:9]([C:10]([O:12]C)=[O:11])=[CH:8][N:7]=2)[CH2:3][CH2:2]1.C1COCC1.[OH-].[Li+].Cl, predict the reaction product. The product is: [CH:1]1([CH2:4][O:5][C:6]2[C:15]([F:16])=[CH:14][C:9]([C:10]([OH:12])=[O:11])=[CH:8][N:7]=2)[CH2:3][CH2:2]1. (3) Given the reactants [CH3:1][C@@H:2]1[CH2:6][CH2:5][CH2:4][N:3]1[CH2:7][CH2:8][CH2:9][O:10][C:11]1[CH:16]=[CH:15][C:14]([C:17]2[S:18][C:19]3[CH2:20][NH:21][CH2:22][CH2:23][C:24]=3[N:25]=2)=[CH:13][CH:12]=1.Cl.CN(C)CCCN=C=NCC.ON1C2C=CC=CC=2N=N1.CN(C1C=CC=CN=1)C.[C:57](O)(=[O:60])[CH2:58][OH:59], predict the reaction product. The product is: [CH3:1][C@@H:2]1[CH2:6][CH2:5][CH2:4][N:3]1[CH2:7][CH2:8][CH2:9][O:10][C:11]1[CH:12]=[CH:13][C:14]([C:17]2[S:18][C:19]3[CH2:20][N:21]([C:58](=[O:59])[CH2:57][OH:60])[CH2:22][CH2:23][C:24]=3[N:25]=2)=[CH:15][CH:16]=1. (4) Given the reactants [CH2:1]([C:11]1[CH:18]=[CH:17][C:14]([CH2:15][NH2:16])=[C:13]([F:19])[C:12]=1[F:20])[CH2:2][CH2:3][CH2:4][CH2:5][CH2:6][CH2:7][CH2:8][CH2:9][CH3:10].[CH2:21]([O:23][C:24]([C:26]1([C:33]([O:35][CH2:36][CH3:37])=[O:34])[CH2:31][CH2:30][C:29](=O)[CH2:28][CH2:27]1)=[O:25])[CH3:22].C([BH3-])#N.[Na+], predict the reaction product. The product is: [CH2:36]([O:35][C:33]([C:26]1([C:24]([O:23][CH2:21][CH3:22])=[O:25])[CH2:27][CH2:28][CH:29]([NH:16][CH2:15][C:14]2[CH:17]=[CH:18][C:11]([CH2:1][CH2:2][CH2:3][CH2:4][CH2:5][CH2:6][CH2:7][CH2:8][CH2:9][CH3:10])=[C:12]([F:20])[C:13]=2[F:19])[CH2:30][CH2:31]1)=[O:34])[CH3:37]. (5) The product is: [CH3:14][N:2]([CH3:1])[CH2:3][CH:4]([C:9]1[CH:13]=[CH:12][S:11][CH:10]=1)[C:5]([OH:7])=[O:6]. Given the reactants [CH3:1][N:2]([CH3:14])[CH2:3][CH:4]([C:9]1[CH:13]=[CH:12][S:11][CH:10]=1)[C:5]([O:7]C)=[O:6].[Li+].[OH-].O.CC(O)=O, predict the reaction product. (6) Given the reactants [CH2:1]([N:8]1[CH2:13][CH2:12][C:11](=[C:14]([C:17]2[CH:22]=[CH:21][C:20]([C:23]([F:26])([F:25])[F:24])=[CH:19][C:18]=2[F:27])[O:15]C)[CH2:10][CH2:9]1)[C:2]1[CH:7]=[CH:6][CH:5]=[CH:4][CH:3]=1.[OH-].[Na+], predict the reaction product. The product is: [CH2:1]([N:8]1[CH2:9][CH2:10][CH:11]([C:14]([C:17]2[CH:22]=[CH:21][C:20]([C:23]([F:26])([F:24])[F:25])=[CH:19][C:18]=2[F:27])=[O:15])[CH2:12][CH2:13]1)[C:2]1[CH:7]=[CH:6][CH:5]=[CH:4][CH:3]=1. (7) The product is: [NH2:1][C:4]1[CH:5]=[C:6]2[C:14](=[CH:15][CH:16]=1)[NH:13][C:12]1[C:11](=[O:17])[CH2:10][CH2:9][CH2:8][C:7]2=1. Given the reactants [N+:1]([C:4]1[CH:5]=[C:6]2[C:14](=[CH:15][CH:16]=1)[NH:13][C:12]1[C:11](=[O:17])[CH2:10][CH2:9][CH2:8][C:7]2=1)([O-])=O.[Cl-].[NH4+], predict the reaction product. (8) Given the reactants C[O:2][C:3]([C:5]1[CH:14]=[C:13]2[C:8]([CH:9]=[C:10]([C:16]3[N:17]=[C:18]([CH2:21][S:22]([C:25]4[CH:30]=[CH:29][CH:28]=[CH:27][CH:26]=4)(=[O:24])=[O:23])[S:19][CH:20]=3)[C:11](=[O:15])[NH:12]2)=[CH:7][CH:6]=1)=[O:4].[OH-].[Na+], predict the reaction product. The product is: [C:25]1([S:22]([CH2:21][C:18]2[S:19][CH:20]=[C:16]([C:10]3[C:11](=[O:15])[NH:12][C:13]4[C:8]([CH:9]=3)=[CH:7][CH:6]=[C:5]([C:3]([OH:4])=[O:2])[CH:14]=4)[N:17]=2)(=[O:24])=[O:23])[CH:26]=[CH:27][CH:28]=[CH:29][CH:30]=1.